From a dataset of Catalyst prediction with 721,799 reactions and 888 catalyst types from USPTO. Predict which catalyst facilitates the given reaction. (1) Reactant: C1C(=O)N([Br:8])C(=O)C1.[CH3:9][C:10]1[S:14][C:13]([C:15]([O:17][CH3:18])=[O:16])=[CH:12][C:11]=1[C:19]1[N:23]([CH3:24])[N:22]=[CH:21][CH:20]=1. Product: [Br:8][C:20]1[CH:21]=[N:22][N:23]([CH3:24])[C:19]=1[C:11]1[CH:12]=[C:13]([C:15]([O:17][CH3:18])=[O:16])[S:14][C:10]=1[CH3:9]. The catalyst class is: 7. (2) Reactant: [CH:1]1([O:6][C:7](=[O:26])[C@@H:8]([NH:15][CH2:16][C:17]2[CH:22]=[CH:21][CH:20]=[C:19]([N+:23]([O-:25])=[O:24])[CH:18]=2)[C:9]2[CH:14]=[CH:13][CH:12]=[CH:11][CH:10]=2)[CH2:5][CH2:4][CH2:3][CH2:2]1.[C:27](O[C:27]([O:29][C:30]([CH3:33])([CH3:32])[CH3:31])=[O:28])([O:29][C:30]([CH3:33])([CH3:32])[CH3:31])=[O:28].CN(C)CCNC.C(OCC)(=O)C. Product: [CH:1]1([O:6][C:7](=[O:26])[C@@H:8]([N:15]([CH2:16][C:17]2[CH:22]=[CH:21][CH:20]=[C:19]([N+:23]([O-:25])=[O:24])[CH:18]=2)[C:27]([O:29][C:30]([CH3:33])([CH3:32])[CH3:31])=[O:28])[C:9]2[CH:10]=[CH:11][CH:12]=[CH:13][CH:14]=2)[CH2:2][CH2:3][CH2:4][CH2:5]1. The catalyst class is: 2. (3) Reactant: [Cl:1][C:2]1[CH:7]=[CH:6][C:5]([C:8]([C:10]2[CH:11]=[C:12]3[C:17](=[CH:18][CH:19]=2)[N:16]=[C:15](Br)[CH:14]=[C:13]3[Br:21])=[O:9])=[CH:4][CH:3]=1.[OH2:22]. Product: [Br:21][C:13]1[C:12]2[C:17](=[CH:18][CH:19]=[C:10]([C:8]([C:5]3[CH:6]=[CH:7][C:2]([Cl:1])=[CH:3][CH:4]=3)=[O:9])[CH:11]=2)[N:16]=[C:15]([O:22][C:5]([CH3:8])([CH3:6])[CH3:4])[CH:14]=1. The catalyst class is: 260. (4) Reactant: [NH2:1][C:2]1[CH:38]=[CH:37][C:5]([CH2:6][NH:7][C:8]([O:10][C@H:11]([C:22]2[CH:27]=[CH:26][C:25]([O:28][CH:29]([F:31])[F:30])=[C:24]([O:32][CH2:33][CH:34]3[CH2:36][CH2:35]3)[CH:23]=2)[CH2:12][C:13]2[C:18]([Cl:19])=[CH:17][N+:16]([O-:20])=[CH:15][C:14]=2[Cl:21])=[O:9])=[CH:4][CH:3]=1.[CH3:39][S:40](Cl)(=[O:42])=[O:41]. The catalyst class is: 2. Product: [Cl:19][C:18]1[CH:17]=[N+:16]([O-:20])[CH:15]=[C:14]([Cl:21])[C:13]=1[CH2:12][C@@H:11]([C:22]1[CH:27]=[CH:26][C:25]([O:28][CH:29]([F:30])[F:31])=[C:24]([O:32][CH2:33][CH:34]2[CH2:36][CH2:35]2)[CH:23]=1)[O:10][C:8](=[O:9])[NH:7][CH2:6][C:5]1[CH:4]=[CH:3][C:2]([N:1]([S:40]([CH3:39])(=[O:42])=[O:41])[S:40]([CH3:39])(=[O:42])=[O:41])=[CH:38][CH:37]=1. (5) Reactant: [CH2:1]([O:8][C:9]1[CH:10]=[C:11]([N:17]2[CH:25]([CH:26]3[CH2:30][CH2:29][CH2:28][CH2:27]3)[CH:24]3[C:19]([C:20]4[CH:34]=[CH:33][C:32]([C:35]([O:37]C)=[O:36])=[CH:31][C:21]=4[CH2:22][CH2:23]3)=[N:18]2)[CH:12]=[CH:13][C:14]=1[C:15]#[N:16])[C:2]1[CH:7]=[CH:6][CH:5]=[CH:4][CH:3]=1.O1CCCC1.[OH-].[Na+]. Product: [CH2:1]([O:8][C:9]1[CH:10]=[C:11]([N:17]2[CH:25]([CH:26]3[CH2:27][CH2:28][CH2:29][CH2:30]3)[CH:24]3[C:19]([C:20]4[CH:34]=[CH:33][C:32]([C:35]([OH:37])=[O:36])=[CH:31][C:21]=4[CH2:22][CH2:23]3)=[N:18]2)[CH:12]=[CH:13][C:14]=1[C:15]#[N:16])[C:2]1[CH:7]=[CH:6][CH:5]=[CH:4][CH:3]=1. The catalyst class is: 5.